Dataset: Forward reaction prediction with 1.9M reactions from USPTO patents (1976-2016). Task: Predict the product of the given reaction. (1) Given the reactants [NH2:1][C:2]1[CH:6]=[C:5]([C:7]2[CH:12]=[CH:11][N:10]=[CH:9][CH:8]=2)[S:4][C:3]=1[C:13]([NH2:15])=[O:14].[F:16][C:17]([F:22])([F:21])[C:18]([CH3:20])=O.CC1C=CC(S(O)(=O)=O)=CC=1.[O-]S([O-])(=O)=O.[Mg+2].C([O-])(O)=O.[Na+], predict the reaction product. The product is: [CH3:20][C:18]1([C:17]([F:22])([F:21])[F:16])[NH:1][C:2]2[CH:6]=[C:5]([C:7]3[CH:8]=[CH:9][N:10]=[CH:11][CH:12]=3)[S:4][C:3]=2[C:13](=[O:14])[NH:15]1. (2) Given the reactants Cl[C:2]1[C:3]2[C:4](=[N:9][NH:10][CH:11]=2)[N:5]=[C:6]([Cl:8])[N:7]=1.[Cl:12][C:13]1[C:18]([CH2:19][NH2:20])=[C:17]([F:21])[C:16]([O:22][CH3:23])=[CH:15][CH:14]=1.CCN(C(C)C)C(C)C, predict the reaction product. The product is: [Cl:8][C:6]1[N:7]=[C:2]([NH:20][CH2:19][C:18]2[C:13]([Cl:12])=[CH:14][CH:15]=[C:16]([O:22][CH3:23])[C:17]=2[F:21])[C:3]2[C:4](=[N:9][NH:10][CH:11]=2)[N:5]=1. (3) The product is: [CH3:1][N:2]1[CH2:7][CH2:6][CH:5]([NH:8][CH2:9][C:18]2[CH:19]=[CH:20][CH:21]=[C:16]([Cl:15])[N:17]=2)[CH2:4][CH2:3]1. Given the reactants [CH3:1][N:2]1[CH2:7][CH2:6][CH:5]([NH:8][CH3:9])[CH2:4][CH2:3]1.C([Li])CCC.[Cl:15][C:16]1[CH:21]=[CH:20][CH:19]=[C:18](Cl)[N:17]=1, predict the reaction product. (4) Given the reactants C([O-:3])C.[CH2:4]([C:6]1[CH:32]=[CH:31][C:9]([CH2:10][C:11]2[C:19]3[C:14](=[CH:15][CH:16]=[CH:17][CH:18]=3)[N:13]([C@@H:20]3[C@H:25]([OH:26])[C@@H:24]([OH:27])[C@H:23]([OH:28])[C@@H:22]([CH2:29][OH:30])[O:21]3)[CH:12]=2)=[CH:8][CH:7]=1)[CH3:5].N#N, predict the reaction product. The product is: [OH2:3].[CH2:4]([C:6]1[CH:7]=[CH:8][C:9]([CH2:10][C:11]2[C:19]3[C:14](=[CH:15][CH:16]=[CH:17][CH:18]=3)[N:13]([C@@H:20]3[C@H:25]([OH:26])[C@@H:24]([OH:27])[C@H:23]([OH:28])[C@@H:22]([CH2:29][OH:30])[O:21]3)[CH:12]=2)=[CH:31][CH:32]=1)[CH3:5].[CH2:4]([C:6]1[CH:7]=[CH:8][C:9]([CH2:10][C:11]2[C:19]3[C:14](=[CH:15][CH:16]=[CH:17][CH:18]=3)[N:13]([C@@H:20]3[C@H:25]([OH:26])[C@@H:24]([OH:27])[C@H:23]([OH:28])[C@@H:22]([CH2:29][OH:30])[O:21]3)[CH:12]=2)=[CH:31][CH:32]=1)[CH3:5]. (5) Given the reactants C1(C2C=CC=CC=2)C=CC(C2CC(OC)OC2OC)=CC=1.[CH3:22][O:23][CH:24]1[C:28]([C:29]2[CH:34]=[CH:33][C:32]([C:35]3[CH:40]=[CH:39][N:38]=[CH:37][CH:36]=3)=[CH:31][CH:30]=2)=[CH:27][CH:26]([O:41][CH3:42])[O:25]1, predict the reaction product. The product is: [CH3:22][O:23][CH:24]1[CH:28]([C:29]2[CH:30]=[CH:31][C:32]([C:35]3[CH:36]=[CH:37][N:38]=[CH:39][CH:40]=3)=[CH:33][CH:34]=2)[CH2:27][CH:26]([O:41][CH3:42])[O:25]1. (6) Given the reactants [F:1][C:2]1[CH:3]=[C:4]([CH:18]=[CH:19][CH:20]=1)[CH2:5][O:6][C:7]1[CH:16]=[CH:15][C:14]2[C:13](=[O:17])[NH:12][CH2:11][CH2:10][C:9]=2[N:8]=1.[F:21][C:22]1[C:23]([Cl:30])=[C:24]([CH:27]=[CH:28][CH:29]=1)CBr.[CH3:31]C([O-])(C)C.[K+], predict the reaction product. The product is: [Cl:30][C:23]1[C:22]([F:21])=[C:29]([CH:28]=[CH:27][CH:24]=1)[CH2:31][N:12]1[CH2:11][CH2:10][C:9]2[N:8]=[C:7]([O:6][CH2:5][C:4]3[CH:18]=[CH:19][CH:20]=[C:2]([F:1])[CH:3]=3)[CH:16]=[CH:15][C:14]=2[C:13]1=[O:17]. (7) Given the reactants [BrH:1].[NH2:2][CH2:3][CH2:4][C:5]1[CH:13]=[CH:12][C:11]([OH:14])=[C:10]2[C:6]=1[CH2:7][C:8](=[O:15])[NH:9]2.C(N(CC)CC)C.[CH:23]1([N:29]([CH2:54][CH:55]=O)[C:30](=[O:53])[CH2:31][CH2:32][N:33]([CH2:44][CH2:45][C:46]2[CH:51]=[CH:50][CH:49]=[C:48]([F:52])[CH:47]=2)C(=O)OCC2C=CC=CC=2)[CH2:28][CH2:27][CH2:26][CH2:25][CH2:24]1.C([BH3-])#N.[Na+], predict the reaction product. The product is: [BrH:1].[BrH:1].[CH:23]1([N:29]([CH2:54][CH2:55][NH:2][CH2:3][CH2:4][C:5]2[CH:13]=[CH:12][C:11]([OH:14])=[C:10]3[C:6]=2[CH2:7][C:8](=[O:15])[NH:9]3)[C:30](=[O:53])[CH2:31][CH2:32][NH:33][CH2:44][CH2:45][C:46]2[CH:51]=[CH:50][CH:49]=[C:48]([F:52])[CH:47]=2)[CH2:24][CH2:25][CH2:26][CH2:27][CH2:28]1. (8) Given the reactants [CH2:1]([C:8](=[CH2:12])[C:9]([OH:11])=[O:10])[C:2]1[CH:7]=[CH:6][CH:5]=[CH:4][CH:3]=1.[Br:13]CC(C(C)C)C(O)=O, predict the reaction product. The product is: [Br:13][CH2:12][CH:8]([CH2:1][C:2]1[CH:7]=[CH:6][CH:5]=[CH:4][CH:3]=1)[C:9]([OH:11])=[O:10]. (9) Given the reactants Cl[CH2:2][C@H:3]([OH:20])[C@@H:4]([NH:12][C:13](=[O:19])[O:14][C:15]([CH3:18])([CH3:17])[CH3:16])[CH2:5][CH:6]1[CH2:11][CH2:10][CH2:9][CH2:8][CH2:7]1.CCO, predict the reaction product. The product is: [CH:6]1([CH2:5][C@H:4]([NH:12][C:13](=[O:19])[O:14][C:15]([CH3:18])([CH3:17])[CH3:16])[C@@H:3]2[CH2:2][O:20]2)[CH2:11][CH2:10][CH2:9][CH2:8][CH2:7]1. (10) Given the reactants C(=O)([O-])[O-].[K+].[K+].Br[CH2:8][C:9]1[CH:18]=[CH:17][C:12]([C:13](OC)=[O:14])=[CH:11][CH:10]=1.[CH3:19][O:20][C:21]1[CH:22]=[C:23]([OH:27])[CH:24]=[CH:25][CH:26]=1.[OH-].[Li+].Cl.C[N:32](C)[CH2:33][CH2:34]CN=C=NCC.[CH3:42][S:43]([NH2:46])(=[O:45])=[O:44], predict the reaction product. The product is: [CH2:33]([NH:32][CH2:18][CH3:9])[CH3:34].[CH3:19][O:20][C:21]1[CH:22]=[C:23]([CH:24]=[CH:25][CH:26]=1)[O:27][CH2:8][C:9]1[CH:18]=[CH:17][C:12]([C:13]([NH:46][S:43]([CH3:42])(=[O:45])=[O:44])=[O:14])=[CH:11][CH:10]=1.